From a dataset of Forward reaction prediction with 1.9M reactions from USPTO patents (1976-2016). Predict the product of the given reaction. (1) Given the reactants O[C:2]1[N:7]2[N:8]=[CH:9][CH:10]=[C:6]2[N:5]=[C:4]([CH3:11])[C:3]=1[CH2:12][C:13]([O:15][CH3:16])=[O:14].CN(C)C1C=CC=CC=1.P(Cl)(Cl)([Cl:28])=O, predict the reaction product. The product is: [Cl:28][C:2]1[N:7]2[N:8]=[CH:9][CH:10]=[C:6]2[N:5]=[C:4]([CH3:11])[C:3]=1[CH2:12][C:13]([O:15][CH3:16])=[O:14]. (2) Given the reactants [F:1][C:2]1[CH:7]=[CH:6][C:5]([CH:8](O)[CH:9]([CH3:11])[CH3:10])=[CH:4][C:3]=1[C:13]([F:16])([F:15])[F:14].O.C1(C)C=CC(S(O)(=O)=O)=CC=1.O.[OH-].[Na+], predict the reaction product. The product is: [F:1][C:2]1[CH:7]=[CH:6][C:5]([CH:8]=[C:9]([CH3:11])[CH3:10])=[CH:4][C:3]=1[C:13]([F:14])([F:15])[F:16]. (3) Given the reactants [C:1]([C:4]1[CH:5]=[N:6][C:7]2[C:12]([C:13]=1[NH:14][C:15]1[CH:16]=[CH:17][C:18]([N:21]3[CH2:26][CH2:25][CH2:24][C@H:23]([NH:27][C:28](=[O:34])[O:29][C:30]([CH3:33])([CH3:32])[CH3:31])[CH2:22]3)=[N:19][CH:20]=1)=[N:11][C:10](Cl)=[CH:9][CH:8]=2)(=[O:3])[CH3:2].[Cl:36][C:37]1[CH:42]=[C:41](B2OC(C)(C)C(C)(C)O2)[CH:40]=[C:39]([Cl:52])[C:38]=1[OH:53], predict the reaction product. The product is: [C:1]([C:4]1[CH:5]=[N:6][C:7]2[C:12]([C:13]=1[NH:14][C:15]1[CH:16]=[CH:17][C:18]([N:21]3[CH2:26][CH2:25][CH2:24][C@H:23]([NH:27][C:28](=[O:34])[O:29][C:30]([CH3:33])([CH3:32])[CH3:31])[CH2:22]3)=[N:19][CH:20]=1)=[N:11][C:10]([C:41]1[CH:40]=[C:39]([Cl:52])[C:38]([OH:53])=[C:37]([Cl:36])[CH:42]=1)=[CH:9][CH:8]=2)(=[O:3])[CH3:2]. (4) Given the reactants [C:1]([CH2:3][CH2:4][NH:5][C:6](=O)[CH:7]([CH2:19][C:20]1[N:21]=[CH:22][N:23]2[C:32]3[C:27](=[CH:28][CH:29]=[CH:30][CH:31]=3)[CH2:26][CH2:25][C:24]=12)[CH2:8][CH2:9][CH2:10][NH:11][C:12](=[O:18])[O:13][C:14]([CH3:17])([CH3:16])[CH3:15])#[N:2].C[Si]([N:38]=[N+:39]=[N-:40])(C)C.C1(P(C2C=CC=CC=2)C2C=CC=CC=2)C=CC=CC=1, predict the reaction product. The product is: [C:1]([CH2:3][CH2:4][N:5]1[C:6]([CH:7]([CH2:19][C:20]2[N:21]=[CH:22][N:23]3[C:32]4[C:27](=[CH:28][CH:29]=[CH:30][CH:31]=4)[CH2:26][CH2:25][C:24]=23)[CH2:8][CH2:9][CH2:10][NH:11][C:12](=[O:18])[O:13][C:14]([CH3:17])([CH3:16])[CH3:15])=[N:40][N:39]=[N:38]1)#[N:2]. (5) Given the reactants [CH3:1][N+:2]([CH2:5][C@H:6]([NH2:11])[CH2:7][C:8]([O-:10])=[O:9])([CH3:4])[CH3:3].C(N(C(C)C)CC)(C)C.[Cl:21][C:22]1[CH:27]=[C:26]([C:28]([F:31])([F:30])[F:29])[CH:25]=[CH:24][C:23]=1[N:32]=[C:33]=[O:34], predict the reaction product. The product is: [Cl:21][C:22]1[CH:27]=[C:26]([C:28]([F:31])([F:30])[F:29])[CH:25]=[CH:24][C:23]=1[NH:32][C:33](=[O:34])[NH:11][C@@H:6]([CH2:5][N+:2]([CH3:3])([CH3:4])[CH3:1])[CH2:7][C:8]([O-:10])=[O:9]. (6) Given the reactants [Cl:1][C:2]1[CH:7]=[CH:6][C:5]([S:8]([NH:11][C@@H:12]2[CH2:18][C:17]([F:20])([F:19])[CH2:16][CH2:15][NH:14][C:13]2=[O:21])(=[O:10])=[O:9])=[CH:4][CH:3]=1.Br[CH2:23][C:24]1[CH:29]=[CH:28][C:27]([O:30][CH3:31])=[C:26]([F:32])[C:25]=1[F:33], predict the reaction product. The product is: [Cl:1][C:2]1[CH:7]=[CH:6][C:5]([S:8]([N:11]([CH2:23][C:24]2[CH:29]=[CH:28][C:27]([O:30][CH3:31])=[C:26]([F:32])[C:25]=2[F:33])[C@@H:12]2[CH2:18][C:17]([F:19])([F:20])[CH2:16][CH2:15][NH:14][C:13]2=[O:21])(=[O:9])=[O:10])=[CH:4][CH:3]=1.